From a dataset of Reaction yield outcomes from USPTO patents with 853,638 reactions. Predict the reaction yield, written as a fraction of the theoretical maximum amount of product (1.0 means a 100% yield; for example, 0.34 means a 34% yield). (1) The reactants are [NH2:1][C@@H:2]1[C:11]2[C:6](=[CH:7][CH:8]=[CH:9][CH:10]=2)[C@H:5]([OH:12])[CH2:4][CH2:3]1.[H-].[Na+].F[C:16]1[CH:17]=[CH:18][C:19]2[N:20]([C:22]([N:25]([CH3:27])[CH3:26])=[N:23][N:24]=2)[CH:21]=1.N. The yield is 0.610. The catalyst is CN(C=O)C.CO.C(Cl)Cl. The product is [NH2:1][C@@H:2]1[C:11]2[C:6](=[CH:7][CH:8]=[CH:9][CH:10]=2)[C@H:5]([O:12][C:16]2[CH:17]=[CH:18][C:19]3[N:20]([C:22]([N:25]([CH3:27])[CH3:26])=[N:23][N:24]=3)[CH:21]=2)[CH2:4][CH2:3]1. (2) The reactants are [CH3:1][N:2]([CH3:29])[C:3]([C:5]1[CH:10]=[CH:9][C:8]([NH:11][C:12]2[C:13]([C:26]([OH:28])=[O:27])=[N:14][CH:15]=[C:16]([CH2:18][C:19]3[CH:24]=[CH:23][C:22]([F:25])=[CH:21][CH:20]=3)[CH:17]=2)=[CH:7][CH:6]=1)=[O:4].CO.[CH3:32][Si](C=[N+]=[N-])(C)C.CO.ClCCl. The catalyst is C(#N)C. The product is [CH3:29][N:2]([CH3:1])[C:3]([C:5]1[CH:10]=[CH:9][C:8]([NH:11][C:12]2[C:13]([C:26]([O:28][CH3:32])=[O:27])=[N:14][CH:15]=[C:16]([CH2:18][C:19]3[CH:24]=[CH:23][C:22]([F:25])=[CH:21][CH:20]=3)[CH:17]=2)=[CH:7][CH:6]=1)=[O:4]. The yield is 0.490. (3) The reactants are [Cl:1][C:2]1[CH:9]=[C:8]([C:10]2[CH:11]=[N:12][CH:13]=[C:14]([CH:16]=O)[CH:15]=2)[CH:7]=[CH:6][C:3]=1[C:4]#[N:5].[CH3:18][S:19]([NH2:22])(=[O:21])=[O:20].[C:23]1([CH3:29])C=CC=C[CH:24]=1. The catalyst is CC(C)[O-].[Ti+4].CC(C)[O-].CC(C)[O-].CC(C)[O-]. The product is [Cl:1][C:2]1[CH:9]=[C:8]([C:10]2[CH:15]=[C:14]([CH:16]([CH:29]3[CH2:23][CH2:24]3)[NH:22][S:19]([CH3:18])(=[O:21])=[O:20])[CH:13]=[N:12][CH:11]=2)[CH:7]=[CH:6][C:3]=1[C:4]#[N:5]. The yield is 0.490. (4) The reactants are [NH2:1][C@@:2]([C:6]1[CH:15]=[CH:14][C:13]2[C:8](=[CH:9][CH:10]=[C:11]([O:19][C@H:20]3[CH2:25][CH2:24][C@H:23]([C:26]([CH3:29])([CH3:28])[CH3:27])[CH2:22][CH2:21]3)[C:12]=2[CH:16]2C[CH2:17]2)[CH:7]=1)([CH3:5])[CH2:3][OH:4].C([C@H]1CC[C@H](OC2C(C=C)=C3C(=CC=2)C=C([C@]2(C)COC(=O)N2)C=C3)CC1)(C)(C)C. No catalyst specified. The product is [NH2:1][C@@:2]([C:6]1[CH:15]=[CH:14][C:13]2[C:8](=[CH:9][CH:10]=[C:11]([O:19][C@H:20]3[CH2:25][CH2:24][C@H:23]([C:26]([CH3:29])([CH3:28])[CH3:27])[CH2:22][CH2:21]3)[C:12]=2[CH:16]=[CH2:17])[CH:7]=1)([CH3:5])[CH2:3][OH:4]. The yield is 0.760. (5) The reactants are [Br:1][CH2:2][C:3]1[CH:8]=[CH:7][C:6]([C:9]([F:12])([F:11])[F:10])=[CH:5][CH:4]=1.[P:13]([O:20][CH2:21][CH3:22])([O:17][CH2:18][CH3:19])[O:14][CH2:15][CH3:16]. No catalyst specified. The product is [Br-:1].[CH2:15]([O:14][P+:13]([O:20][CH2:21][CH3:22])([O:17][CH2:18][CH3:19])[CH2:2][C:3]1[CH:8]=[CH:7][C:6]([C:9]([F:12])([F:11])[F:10])=[CH:5][CH:4]=1)[CH3:16]. The yield is 0.910. (6) The reactants are Br[C:2]1[CH:20]=[CH:19][C:5]([C:6]([NH:8][CH:9]2[CH2:14][C:13]([CH3:16])([CH3:15])[NH:12][C:11]([CH3:18])([CH3:17])[CH2:10]2)=[O:7])=[C:4]([CH3:21])[CH:3]=1.[C:22]1([OH:28])[CH:27]=[CH:26][CH:25]=[CH:24][CH:23]=1.C([O-])([O-])=O.[Cs+].[Cs+].N1C=CC=CC=1C(O)=O. The catalyst is CN(C=O)C.O.[Cu]I. The product is [CH3:21][C:4]1[CH:3]=[C:2]([O:28][C:22]2[CH:27]=[CH:26][CH:25]=[CH:24][CH:23]=2)[CH:20]=[CH:19][C:5]=1[C:6]([NH:8][CH:9]1[CH2:14][C:13]([CH3:16])([CH3:15])[NH:12][C:11]([CH3:18])([CH3:17])[CH2:10]1)=[O:7]. The yield is 0.460.